Dataset: Catalyst prediction with 721,799 reactions and 888 catalyst types from USPTO. Task: Predict which catalyst facilitates the given reaction. (1) Reactant: [Cl:1][C:2]1[CH:3]=[C:4]2[C:9](=[CH:10][C:11]=1[O:12][C:13]1[CH:21]=[CH:20][C:16]([C:17]([OH:19])=O)=[CH:15][CH:14]=1)[O:8][CH2:7][CH2:6][CH:5]2[C:22]([O:24][CH2:25][CH3:26])=[O:23].Cl.[CH2:28]1[C:36]2[C:31](=[CH:32][CH:33]=[CH:34][CH:35]=2)[CH2:30][CH:29]1[CH2:37][NH2:38].C(N(C(C)C)C(C)C)C.Cl.CN(C)CCCN=C=NCC.ON1C2N=CC=CC=2N=N1. Product: [Cl:1][C:2]1[CH:3]=[C:4]2[C:9](=[CH:10][C:11]=1[O:12][C:13]1[CH:21]=[CH:20][C:16]([C:17](=[O:19])[NH:38][CH2:37][CH:29]3[CH2:30][C:31]4[C:36](=[CH:35][CH:34]=[CH:33][CH:32]=4)[CH2:28]3)=[CH:15][CH:14]=1)[O:8][CH2:7][CH2:6][CH:5]2[C:22]([O:24][CH2:25][CH3:26])=[O:23]. The catalyst class is: 4. (2) Reactant: [C:1]([O:5][C:6]([N:8]1[CH2:13][CH2:12][N:11]([C:14]2[CH:19]=[N:18][CH:17]=[C:16]([O:20][CH2:21][C:22]3[CH:27]=[CH:26][CH:25]=[C:24]([Cl:28])[CH:23]=3)[N:15]=2)[CH2:10][CH2:9]1)=[O:7])([CH3:4])([CH3:3])[CH3:2].[B-](F)(F)(F)[F:30].[B-](F)(F)(F)F.C1[N+]2(CCl)CC[N+](F)(CC2)C1. Product: [C:1]([O:5][C:6]([N:8]1[CH2:13][CH2:12][N:11]([C:14]2[C:19]([F:30])=[N:18][CH:17]=[C:16]([O:20][CH2:21][C:22]3[CH:27]=[CH:26][CH:25]=[C:24]([Cl:28])[CH:23]=3)[N:15]=2)[CH2:10][CH2:9]1)=[O:7])([CH3:4])([CH3:2])[CH3:3]. The catalyst class is: 10. (3) The catalyst class is: 9. Reactant: [CH3:1][C:2]1[CH:7]=[CH:6][C:5]([C:8]2[CH:13]=[C:12]([C:14](=[O:24])[NH:15][CH2:16][C:17]3[CH:18]=[N:19][C:20]([CH3:23])=[CH:21][CH:22]=3)[CH:11]=[C:10]([C:25]([OH:27])=O)[CH:9]=2)=[CH:4][CH:3]=1.[CH2:28]1[C:36]2[C:31](=[CH:32][CH:33]=[CH:34][CH:35]=2)[CH2:30][NH:29]1.F[P-](F)(F)(F)(F)F.C[N+](C)=C(N(C)C)ON1C2N=CC=CC=2N=N1.C(N(CC)C(C)C)(C)C. Product: [CH2:28]1[C:36]2[C:31](=[CH:32][CH:33]=[CH:34][CH:35]=2)[CH2:30][N:29]1[C:25]([C:10]1[CH:11]=[C:12]([C:14]([NH:15][CH2:16][C:17]2[CH:18]=[N:19][C:20]([CH3:23])=[CH:21][CH:22]=2)=[O:24])[CH:13]=[C:8]([C:5]2[CH:6]=[CH:7][C:2]([CH3:1])=[CH:3][CH:4]=2)[CH:9]=1)=[O:27]. (4) Reactant: [F:1][C:2]([F:20])([F:19])[C:3](O)=[CH:4][C:5]([C:7]1[CH:17]=[CH:16][C:10]2[O:11][CH2:12][C:13](=[O:15])[NH:14][C:9]=2[CH:8]=1)=O.[N:21]1[CH:26]=[CH:25][CH:24]=[CH:23][C:22]=1[NH:27][NH2:28]. The catalyst class is: 66. Product: [N:21]1[CH:26]=[CH:25][CH:24]=[CH:23][C:22]=1[N:27]1[C:5]([C:7]2[CH:17]=[CH:16][C:10]3[O:11][CH2:12][C:13](=[O:15])[NH:14][C:9]=3[CH:8]=2)=[CH:4][C:3]([C:2]([F:20])([F:19])[F:1])=[N:28]1. (5) Product: [Cl:24][C:25]1[CH:30]=[CH:29][C:28]([NH:31][C:32]([N:16]2[CH2:17][C@H:18]([CH3:19])[N:13]([CH2:12][C:8]3[CH:7]=[C:6]4[C:11]([C:2]([NH2:1])=[N:3][CH:4]=[N:5]4)=[CH:10][CH:9]=3)[C:14](=[O:23])[C@@H:15]2[CH2:20][CH2:21][CH3:22])=[O:33])=[CH:27][CH:26]=1. Reactant: [NH2:1][C:2]1[C:11]2[C:6](=[CH:7][C:8]([CH2:12][N:13]3[CH:18]([CH3:19])[CH2:17][NH:16][CH:15]([CH2:20][CH2:21][CH3:22])[C:14]3=[O:23])=[CH:9][CH:10]=2)[N:5]=[CH:4][N:3]=1.[Cl:24][C:25]1[CH:30]=[CH:29][C:28]([N:31]=[C:32]=[O:33])=[CH:27][CH:26]=1. The catalyst class is: 3. (6) Product: [N:1]1([CH2:7][CH2:8][O:9][C:10]2[CH:30]=[CH:29][C:13]3[N:14]4[CH:19]=[C:18]([C:20]5[CH:21]=[CH:22][C:23]([NH2:26])=[CH:24][CH:25]=5)[N:17]=[C:15]4[S:16][C:12]=3[CH:11]=2)[CH2:2][CH2:3][O:4][CH2:5][CH2:6]1. Reactant: [N:1]1([CH2:7][CH2:8][O:9][C:10]2[CH:30]=[CH:29][C:13]3[N:14]4[CH:19]=[C:18]([C:20]5[CH:25]=[CH:24][C:23]([N+:26]([O-])=O)=[CH:22][CH:21]=5)[N:17]=[C:15]4[S:16][C:12]=3[CH:11]=2)[CH2:6][CH2:5][O:4][CH2:3][CH2:2]1.CO.[H][H]. The catalyst class is: 814. (7) Reactant: [C:1]([C:4]1[N:9]=[C:8]([C:10]2[CH:15]=[CH:14][C:13]([C@H:16]3[CH2:21][CH2:20][C@H:19]([CH2:22][C:23](O)=[O:24])[CH2:18][CH2:17]3)=[CH:12][CH:11]=2)[C:7]([CH3:26])=[N:6][C:5]=1[CH3:27])(=[O:3])[NH2:2].CN1CCOCC1.ClC(OCC)=O.[BH4-].[Na+]. Product: [OH:24][CH2:23][CH2:22][C@H:19]1[CH2:18][CH2:17][C@H:16]([C:13]2[CH:14]=[CH:15][C:10]([C:8]3[N:9]=[C:4]([C:1]([NH2:2])=[O:3])[C:5]([CH3:27])=[N:6][C:7]=3[CH3:26])=[CH:11][CH:12]=2)[CH2:21][CH2:20]1. The catalyst class is: 20. (8) Reactant: C([O:3][C:4]([C:6]1[CH:11]=[CH:10][C:9]([C:12]2[CH:17]=[C:16]([NH:18][C:19]([N:21]3[CH2:26][CH2:25][O:24][CH2:23][CH2:22]3)=[O:20])[CH:15]=[CH:14][C:13]=2[CH3:27])=[CH:8][CH:7]=1)=[O:5])C.[OH-].[Na+]. Product: [CH3:27][C:13]1[CH:14]=[CH:15][C:16]([NH:18][C:19]([N:21]2[CH2:22][CH2:23][O:24][CH2:25][CH2:26]2)=[O:20])=[CH:17][C:12]=1[C:9]1[CH:10]=[CH:11][C:6]([C:4]([OH:5])=[O:3])=[CH:7][CH:8]=1. The catalyst class is: 8. (9) Reactant: [OH:1][C@H:2]([CH2:18][OH:19])[CH2:3][CH2:4][N:5]1[C:10](=[O:11])[CH:9]=[N:8][C:7]2[CH:12]=[CH:13][C:14]([O:16][CH3:17])=[N:15][C:6]1=2.C(N(CC)CC)C.CN(C1C=CC=CN=1)C.[C:36]1([CH3:46])[CH:41]=[CH:40][C:39]([S:42](Cl)(=[O:44])=[O:43])=[CH:38][CH:37]=1. Product: [CH3:46][C:36]1[CH:41]=[CH:40][C:39]([S:42]([O:19][CH2:18][C@@H:2]([OH:1])[CH2:3][CH2:4][N:5]2[C:10](=[O:11])[CH:9]=[N:8][C:7]3[CH:12]=[CH:13][C:14]([O:16][CH3:17])=[N:15][C:6]2=3)(=[O:44])=[O:43])=[CH:38][CH:37]=1. The catalyst class is: 46. (10) Reactant: [NH:1]([C:3](=[O:13])[CH2:4][NH:5][C:6](=[O:12])[O:7][C:8]([CH3:11])([CH3:10])[CH3:9])[NH2:2].CCN(C(C)C)C(C)C.[F:23][C:24]([F:35])([F:34])[C:25](O[C:25](=[O:26])[C:24]([F:35])([F:34])[F:23])=[O:26]. Product: [O:13]=[C:3]([NH:1][NH:2][C:25](=[O:26])[C:24]([F:35])([F:34])[F:23])[CH2:4][NH:5][C:6](=[O:12])[O:7][C:8]([CH3:9])([CH3:10])[CH3:11]. The catalyst class is: 10.